From a dataset of Peptide-MHC class I binding affinity with 185,985 pairs from IEDB/IMGT. Regression. Given a peptide amino acid sequence and an MHC pseudo amino acid sequence, predict their binding affinity value. This is MHC class I binding data. (1) The binding affinity (normalized) is 0.434. The MHC is HLA-A02:03 with pseudo-sequence HLA-A02:03. The peptide sequence is GAFMYTKHSM. (2) The peptide sequence is LSYLKVEIF. The MHC is H-2-Kb with pseudo-sequence H-2-Kb. The binding affinity (normalized) is 0.538. (3) The peptide sequence is LMLAAGITFV. The MHC is HLA-A02:03 with pseudo-sequence HLA-A02:03. The binding affinity (normalized) is 0.407. (4) The peptide sequence is GSEEIKSLF. The MHC is HLA-B15:01 with pseudo-sequence HLA-B15:01. The binding affinity (normalized) is 0.0847. (5) The peptide sequence is FPHTELANL. The binding affinity (normalized) is 0.564. The MHC is HLA-B07:02 with pseudo-sequence HLA-B07:02. (6) The peptide sequence is TVYYGVPVWK. The MHC is HLA-B42:01 with pseudo-sequence HLA-B42:01. The binding affinity (normalized) is 0.0965.